Dataset: Cav3 T-type calcium channel HTS with 100,875 compounds. Task: Binary Classification. Given a drug SMILES string, predict its activity (active/inactive) in a high-throughput screening assay against a specified biological target. (1) The compound is O=C/1N(C(=O)NC(=O)C1=C/NC1C2(C(C(C1)CC2)(C)C)C)C. The result is 0 (inactive). (2) The compound is Clc1cc(NC(=O)c2cc([N+]([O-])=O)c(N3CCCC3)cc2)c(N2CCN(CC2)C(=O)CC)cc1. The result is 0 (inactive). (3) The molecule is O=C(NCCN1CCCC1)c1cc(OC)c(OC)c(OC)c1. The result is 0 (inactive). (4) The molecule is O(C(C)C)C(=O)c1c(c([nH]c1C)C(O)=O)C. The result is 0 (inactive). (5) The drug is Brc1c(C(=O)NCc2cccnc2)cccc1. The result is 0 (inactive). (6) The compound is Clc1ccc(C(Oc2c(cccc2)c2ocnn2)=O)cc1. The result is 0 (inactive). (7) The compound is S(CCCC(=O)NCC1OCCC1)c1nc(cc(n1)C(F)(F)F)c1occc1. The result is 0 (inactive).